This data is from Reaction yield outcomes from USPTO patents with 853,638 reactions. The task is: Predict the reaction yield, written as a fraction of the theoretical maximum amount of product (1.0 means a 100% yield; for example, 0.34 means a 34% yield). (1) The reactants are [Cl:1][C:2]1[C:11]2[C:6](=[CH:7][C:8]([O:12][CH3:13])=[CH:9][CH:10]=2)[C:5]([N:14]2[CH2:19][CH2:18][NH:17][CH2:16][CH2:15]2)=[CH:4][N:3]=1.FC(F)(F)S(O[CH2:26][CH:27]([F:29])[F:28])(=O)=O.C(=O)([O-])[O-].[Na+].[Na+]. The catalyst is CN(C=O)C.O. The yield is 0.159. The product is [Cl:1][C:2]1[C:11]2[C:6](=[CH:7][C:8]([O:12][CH3:13])=[CH:9][CH:10]=2)[C:5]([N:14]2[CH2:19][CH2:18][N:17]([CH2:26][CH:27]([F:29])[F:28])[CH2:16][CH2:15]2)=[CH:4][N:3]=1. (2) The reactants are [CH3:1][O:2][CH2:3][C:4]1[NH:8][C:7]2[CH:9]=[CH:10][CH:11]=[CH:12][C:6]=2[N:5]=1.Br[CH2:14][C:15]1[CH:34]=[CH:33][C:18]2/[C:19](=[C:29](/[CH3:32])\[C:30]#[N:31])/[C:20]3[CH:27]=[CH:26][C:25]([F:28])=[CH:24][C:21]=3[O:22][CH2:23][C:17]=2[CH:16]=1. No catalyst specified. The product is [F:28][C:25]1[CH:26]=[CH:27][C:20]2=[C:21]([CH:24]=1)[O:22][CH2:23][C:17]1[CH:16]=[C:15]([CH2:14][N:8]3[C:7]4[CH:9]=[CH:10][CH:11]=[CH:12][C:6]=4[N:5]=[C:4]3[CH2:3][O:2][CH3:1])[CH:34]=[CH:33][C:18]=1/[C:19]/2=[C:29](/[CH3:32])\[C:30]#[N:31]. The yield is 0.870. (3) The reactants are [Cl:1][Si](C)(C)C.O.[CH3:7][N:8]([CH3:33])[C:9]1([C:27]2[CH:32]=[CH:31][CH:30]=[CH:29][CH:28]=2)[CH2:14][CH2:13][CH:12]([CH2:15][C:16]([NH:18][C:19]2[CH:24]=[CH:23][C:22]([O:25][CH3:26])=[CH:21][CH:20]=2)=[O:17])[CH2:11][CH2:10]1. The catalyst is CC(CC)=O. The product is [ClH:1].[CH3:33][N:8]([CH3:7])[C:9]1([C:27]2[CH:32]=[CH:31][CH:30]=[CH:29][CH:28]=2)[CH2:10][CH2:11][CH:12]([CH2:15][C:16]([NH:18][C:19]2[CH:20]=[CH:21][C:22]([O:25][CH3:26])=[CH:23][CH:24]=2)=[O:17])[CH2:13][CH2:14]1. The yield is 1.00. (4) The reactants are [CH2:1](Br)[CH:2]([CH3:4])[CH3:3].[C:6]([C:8]1[CH:9]=[C:10]([CH:16]=[CH:17][C:18]=1O)[C:11]([O:13][CH2:14][CH3:15])=[O:12])#[N:7].C(=O)([O-])[O-].[K+].[K+]. The catalyst is CN(C=O)C. The product is [C:6]([C:8]1[CH:9]=[C:10]([CH:16]=[CH:17][C:18]=1[CH2:1][CH:2]([CH3:4])[CH3:3])[C:11]([O:13][CH2:14][CH3:15])=[O:12])#[N:7]. The yield is 0.330.